This data is from Catalyst prediction with 721,799 reactions and 888 catalyst types from USPTO. The task is: Predict which catalyst facilitates the given reaction. (1) Reactant: [C:1]([C@@H:4]([NH:12][C:13](=[O:22])[O:14]CC1C=CN=CC=1)[CH2:5][C:6]1[CH:11]=[CH:10][CH:9]=[CH:8][CH:7]=1)([OH:3])=O.CC[N:25]([CH:29](C)C)[CH:26]([CH3:28])[CH3:27].CN(C(ON1N=[N:48][C:42]2[CH:43]=[CH:44][C:45](=[CH:47]C1=2)[Cl:46])=[N+](C)C)C.F[P-](F)(F)(F)(F)F.[CH3:57]NC(C)C.Cl.CCOCC. Product: [ClH:46].[N:48]1[CH:42]=[CH:43][C:44]([CH2:57][N:12]([C@@H:4]([CH2:5][C:6]2[CH:7]=[CH:8][CH:9]=[CH:10][CH:11]=2)[C:1]([N:25]([CH:26]([CH3:27])[CH3:28])[CH3:29])=[O:3])[C:13](=[O:22])[OH:14])=[CH:45][CH:47]=1. The catalyst class is: 618. (2) Reactant: Cl.O1CCOCC1.[OH:8][C@@H:9]([C:20]1[CH:25]=[CH:24][CH:23]=[C:22]([O:26][CH2:27][CH:28]2[CH2:32][CH2:31][CH2:30][O:29]2)[CH:21]=1)[CH2:10][CH2:11][NH:12]C(=O)OC(C)(C)C. Product: [NH2:12][CH2:11][CH2:10][C@H:9]([C:20]1[CH:25]=[CH:24][CH:23]=[C:22]([O:26][CH2:27][CH:28]2[CH2:32][CH2:31][CH2:30][O:29]2)[CH:21]=1)[OH:8]. The catalyst class is: 2. (3) Reactant: CC1(C)CCCC(C)(C)N1.C([Li])CCC.[F:16][C:17]1[CH:18]=[C:19]([CH2:24][CH2:25][OH:26])[CH:20]=[CH:21][C:22]=1[F:23].Cl.C1C[O:31][CH2:30]C1. Product: [F:23][C:22]1[C:17]([F:16])=[CH:18][C:19]([CH2:24][CH2:25][OH:26])=[CH:20][C:21]=1[CH:30]=[O:31]. The catalyst class is: 399. (4) Reactant: [OH:1][C:2]1[C:11]2[C:6](=[CH:7][CH:8]=[CH:9][CH:10]=2)[N:5]=[CH:4][N:3]=1.C1CN([P+](O[N:29]2[N:37]=[N:36][C:31]3[CH:32]=[CH:33][CH:34]=[N:35][C:30]2=3)(N2CCCC2)N2CCCC2)CC1.F[P-](F)(F)(F)(F)F.C1CCN2C(=NCCC2)CC1. Product: [N:36]1[C:31]2[C:30](=[N:35][CH:34]=[CH:33][CH:32]=2)[N:29]([O:1][C:2]2[C:11]3[C:6](=[CH:7][CH:8]=[CH:9][CH:10]=3)[N:5]=[CH:4][N:3]=2)[N:37]=1. The catalyst class is: 23. (5) Reactant: [F:1][C:2]1[CH:3]=[C:4]([CH:22]=[C:23]([C:25]([F:28])([F:27])[F:26])[CH:24]=1)[CH2:5][C@H:6]1[CH2:11][C@@H:10]([C:12]2[O:16][NH:15][C:14](=[O:17])[CH:13]=2)[CH2:9][CH2:8][N:7]1[C:18]([O:20][CH3:21])=[O:19].CCCCCCC.CCO. Product: [F:1][C:2]1[CH:3]=[C:4]([CH:22]=[C:23]([C:25]([F:27])([F:26])[F:28])[CH:24]=1)[CH2:5][C@H:6]1[CH2:11][C@@H:10]([C:12]2[O:16][NH:15][C:14](=[O:17])[CH:13]=2)[CH2:9][CH2:8][N:7]1[C:18]([O:20][CH3:21])=[O:19].[F:1][C:2]1[CH:3]=[C:4]([CH:22]=[C:23]([C:25]([F:27])([F:26])[F:28])[CH:24]=1)[CH2:5][C@@H:6]1[CH2:11][C@H:10]([C:12]2[O:16][NH:15][C:14](=[O:17])[CH:13]=2)[CH2:9][CH2:8][N:7]1[C:18]([O:20][CH3:21])=[O:19]. The catalyst class is: 10. (6) The catalyst class is: 1. Reactant: [F:1][C:2]([F:18])([F:17])[C:3]1[CH:8]=[CH:7][C:6]([C:9]2[N:14]=[C:13]([CH:15]=[O:16])[CH:12]=[CH:11][CH:10]=2)=[CH:5][CH:4]=1.[Li][CH2:20][CH2:21][CH2:22][CH3:23]. Product: [F:18][C:2]([F:17])([F:1])[C:3]1[CH:4]=[CH:5][C:6]([C:9]2[N:14]=[C:13]([CH:15]([OH:16])[CH2:20][CH2:21][CH2:22][CH3:23])[CH:12]=[CH:11][CH:10]=2)=[CH:7][CH:8]=1. (7) Reactant: [C:1]([O:5][C:6](=[O:18])[NH:7][CH2:8][C:9]1[CH:14]=[C:13](Br)[CH:12]=[C:11]([Cl:16])[C:10]=1[F:17])([CH3:4])([CH3:3])[CH3:2].CO[N:21]1[CH2:26][CH2:25][CH2:24][CH2:23][CH2:22]1.[C:27](=O)([O-])[O-:28].[Cs+].[Cs+].C1(P(C2C=CC=CC=2)C2C3OC4C(=CC=CC=4P(C4C=CC=CC=4)C4C=CC=CC=4)C(C)(C)C=3C=CC=2)C=CC=CC=1. Product: [C:1]([O:5][C:6](=[O:18])[NH:7][CH2:8][C:9]1[CH:14]=[C:13]([N:21]2[CH2:22][CH2:23][CH:24]([O:28][CH3:27])[CH2:25][CH2:26]2)[CH:12]=[C:11]([Cl:16])[C:10]=1[F:17])([CH3:4])([CH3:3])[CH3:2]. The catalyst class is: 167.